This data is from Forward reaction prediction with 1.9M reactions from USPTO patents (1976-2016). The task is: Predict the product of the given reaction. (1) Given the reactants [CH2:1]1[C:5]2([CH2:10][CH2:9][N:8]([C:11]([O:13][C:14]([CH3:17])([CH3:16])[CH3:15])=[O:12])[CH2:7][CH2:6]2)[CH2:4][CH2:3][NH:2]1.Cl[C:19]1[N:20]=[N:21][C:22]([S:25]([CH3:28])(=[O:27])=[O:26])=[CH:23][CH:24]=1, predict the reaction product. The product is: [C:14]([O:13][C:11]([N:8]1[CH2:9][CH2:10][C:5]2([CH2:1][N:2]([C:19]3[N:20]=[N:21][C:22]([S:25]([CH3:28])(=[O:27])=[O:26])=[CH:23][CH:24]=3)[CH2:3][CH2:4]2)[CH2:6][CH2:7]1)=[O:12])([CH3:17])([CH3:16])[CH3:15]. (2) Given the reactants [CH3:1][C:2]1[O:6][C:5]([C:7]2[CH:14]=[CH:13][C:10]([CH:11]=[O:12])=[CH:9][CH:8]=2)=[N:4][C:3]=1[CH2:15][N:16]1[C:24]2[C:19](=[CH:20][C:21]([C:25]([OH:34])([C:30]([F:33])([F:32])[F:31])[C:26]([F:29])([F:28])[F:27])=[CH:22][CH:23]=2)[CH:18]=[C:17]1[CH3:35].[CH3:36][Mg]Br, predict the reaction product. The product is: [F:29][C:26]([F:27])([F:28])[C:25]([C:21]1[CH:20]=[C:19]2[C:24](=[CH:23][CH:22]=1)[N:16]([CH2:15][C:3]1[N:4]=[C:5]([C:7]3[CH:8]=[CH:9][C:10]([CH:11]([OH:12])[CH3:36])=[CH:13][CH:14]=3)[O:6][C:2]=1[CH3:1])[C:17]([CH3:35])=[CH:18]2)([OH:34])[C:30]([F:33])([F:32])[F:31].